From a dataset of Forward reaction prediction with 1.9M reactions from USPTO patents (1976-2016). Predict the product of the given reaction. (1) Given the reactants [Cl:1][C:2]1[CH:7]=[CH:6][C:5]([C:8]2[N:9]=[C:10]3[CH:15]=[C:14]([CH3:16])[CH:13]=[CH:12][N:11]3[C:17]=2[CH2:18][C:19](O)=[O:20])=[CH:4][CH:3]=1.[N:22]1[CH:27]=[CH:26][CH:25]=[C:24]([CH2:28][NH:29][CH2:30][CH3:31])[CH:23]=1, predict the reaction product. The product is: [ClH:1].[CH2:30]([N:29]([CH2:28][C:24]1[CH:23]=[N:22][CH:27]=[CH:26][CH:25]=1)[C:19](=[O:20])[CH2:18][C:17]1[N:11]2[CH:12]=[CH:13][C:14]([CH3:16])=[CH:15][C:10]2=[N:9][C:8]=1[C:5]1[CH:4]=[CH:3][C:2]([Cl:1])=[CH:7][CH:6]=1)[CH3:31]. (2) Given the reactants [Br:1][C:2]1[CH:3]=[C:4]([CH:9]([NH2:11])[CH3:10])[CH:5]=[C:6]([F:8])[CH:7]=1.[C:12](O[C:12]([O:14][C:15]([CH3:18])([CH3:17])[CH3:16])=[O:13])([O:14][C:15]([CH3:18])([CH3:17])[CH3:16])=[O:13].C(N(CC)CC)C, predict the reaction product. The product is: [Br:1][C:2]1[CH:3]=[C:4]([CH:9]([NH:11][C:12](=[O:13])[O:14][C:15]([CH3:18])([CH3:17])[CH3:16])[CH3:10])[CH:5]=[C:6]([F:8])[CH:7]=1. (3) Given the reactants Cl[C:2]1[N:7]=[C:6]([N:8]2[CH2:13][CH2:12][N:11](CC3C=CC=CC=3)[CH2:10][CH2:9]2)[CH:5]=[CH:4][N:3]=1.[H][H], predict the reaction product. The product is: [N:3]1[CH:4]=[CH:5][C:6]([N:8]2[CH2:13][CH2:12][NH:11][CH2:10][CH2:9]2)=[N:7][CH:2]=1. (4) Given the reactants [CH2:1]([N:8]1[CH2:13][CH2:12][C:11](=O)[CH2:10][CH2:9]1)[C:2]1[CH:7]=[CH:6][CH:5]=[CH:4][CH:3]=1.[NH2:15][C:16]1[CH:24]=[CH:23][C:22]([Br:25])=[CH:21][C:17]=1[C:18]([NH2:20])=[O:19].C([O-])(O)=O.[Na+], predict the reaction product. The product is: [CH2:1]([N:8]1[CH2:13][CH2:12][C:11]2([NH:20][C:18](=[O:19])[C:17]3[C:16](=[CH:24][CH:23]=[C:22]([Br:25])[CH:21]=3)[NH:15]2)[CH2:10][CH2:9]1)[C:2]1[CH:7]=[CH:6][CH:5]=[CH:4][CH:3]=1. (5) Given the reactants [O:1]=[C:2]1[N:6]([CH:7]2[CH2:12][CH2:11][N:10]([C:13]([O:15][C@H:16]([CH2:38][C:39]3[CH:44]=[C:43]([CH3:45])[C:42]([OH:46])=[C:41]([CH3:47])[CH:40]=3)[C:17]([N:19]3[CH2:24][CH2:23][CH:22]([CH:25]4[CH2:30][CH2:29][N:28](CC5C=CC=CC=5)[CH2:27][CH2:26]4)[CH2:21][CH2:20]3)=[O:18])=[O:14])[CH2:9][CH2:8]2)[N:5]=[C:4]([C:48]2[CH:53]=[CH:52][CH:51]=[CH:50][CH:49]=2)[NH:3]1.[H][H], predict the reaction product. The product is: [O:1]=[C:2]1[N:6]([CH:7]2[CH2:12][CH2:11][N:10]([C:13]([O:15][C@H:16]([CH2:38][C:39]3[CH:40]=[C:41]([CH3:47])[C:42]([OH:46])=[C:43]([CH3:45])[CH:44]=3)[C:17]([N:19]3[CH2:20][CH2:21][CH:22]([CH:25]4[CH2:30][CH2:29][NH:28][CH2:27][CH2:26]4)[CH2:23][CH2:24]3)=[O:18])=[O:14])[CH2:9][CH2:8]2)[N:5]=[C:4]([C:48]2[CH:53]=[CH:52][CH:51]=[CH:50][CH:49]=2)[NH:3]1. (6) Given the reactants [CH3:1][N:2]([CH3:22])[CH2:3][CH2:4][O:5][CH:6]([C:16]1[CH:21]=[CH:20][CH:19]=[CH:18][CH:17]=1)[C:7]1[CH:15]=[CH:14][C:10]([C:11](Cl)=[O:12])=[CH:9][CH:8]=1.[NH2:23][C:24]1[C:29]2[N:30]=[CH:31][N:32]([CH2:33][CH2:34][CH2:35][CH2:36][NH2:37])[C:28]=2[C:27]([CH3:38])=[C:26]([CH3:39])[N:25]=1.C(N(CC)CC)C.O, predict the reaction product. The product is: [NH2:23][C:24]1[C:29]2[N:30]=[CH:31][N:32]([CH2:33][CH2:34][CH2:35][CH2:36][NH:37][C:11](=[O:12])[C:10]3[CH:14]=[CH:15][C:7]([CH:6]([O:5][CH2:4][CH2:3][N:2]([CH3:22])[CH3:1])[C:16]4[CH:21]=[CH:20][CH:19]=[CH:18][CH:17]=4)=[CH:8][CH:9]=3)[C:28]=2[C:27]([CH3:38])=[C:26]([CH3:39])[N:25]=1.